Dataset: Drug-target binding data from BindingDB using IC50 measurements. Task: Regression. Given a target protein amino acid sequence and a drug SMILES string, predict the binding affinity score between them. We predict pIC50 (pIC50 = -log10(IC50 in M); higher means more potent). Dataset: bindingdb_ic50. (1) The small molecule is CCc1c(C(=O)C(N)=O)c2c(OC)cc3ccccc3c2n1Cc1ccccc1. The target protein (Q9QXX3) has sequence MLLLLLLLLLGPGPGFSEATRRSHVYKRGLLELAGTLDCVGPRSPMAYMNYGCYCGLGGHGEPRDAIDWCCYHHDCCYSRAQDAGCSPKLDRYPWKCMDHHILCGPAENKCQELLCRCDEELAYCLAGTEYHLKYLFFPSILCEKDSPKCN. The pIC50 is 5.8. (2) The drug is Cc1ccc(C(=O)N(CCCN)C(c2nc3snc(C)c3c(=O)n2Cc2ccccc2)C(C)C)cc1. The target protein (P33176) has sequence MADLAECNIKVMCRFRPLNESEVNRGDKYIAKFQGEDTVVIASKPYAFDRVFQSSTSQEQVYNDCAKKIVKDVLEGYNGTIFAYGQTSSGKTHTMEGKLHDPEGMGIIPRIVQDIFNYIYSMDENLEFHIKVSYFEIYLDKIRDLLDVSKTNLSVHEDKNRVPYVKGCTERFVCSPDEVMDTIDEGKSNRHVAVTNMNEHSSRSHSIFLINVKQENTQTEQKLSGKLYLVDLAGSEKVSKTGAEGAVLDEAKNINKSLSALGNVISALAEGSTYVPYRDSKMTRILQDSLGGNCRTTIVICCSPSSYNESETKSTLLFGQRAKTIKNTVCVNVELTAEQWKKKYEKEKEKNKILRNTIQWLENELNRWRNGETVPIDEQFDKEKANLEAFTVDKDITLTNDKPATAIGVIGNFTDAERRKCEEEIAKLYKQLDDKDEEINQQSQLVEKLKTQMLDQEELLASTRRDQDNMQAELNRLQAENDASKEEVKEVLQALEELAV.... The pIC50 is 4.0.